This data is from Full USPTO retrosynthesis dataset with 1.9M reactions from patents (1976-2016). The task is: Predict the reactants needed to synthesize the given product. (1) Given the product [CH3:1][O:2][C:3](=[O:21])[C:4]1[CH:5]=[C:6]([N:13]2[CH:18]=[CH:17][C:16]([CH3:19])=[CH:15][C:14]2=[O:20])[CH:7]=[C:8]([NH2:10])[CH:9]=1, predict the reactants needed to synthesize it. The reactants are: [CH3:1][O:2][C:3](=[O:21])[C:4]1[CH:9]=[C:8]([N+:10]([O-])=O)[CH:7]=[C:6]([N:13]2[CH:18]=[CH:17][C:16]([CH3:19])=[CH:15][C:14]2=[O:20])[CH:5]=1.Cl[Sn]Cl. (2) Given the product [O:6]=[C:5]1[NH:4][CH2:3][CH2:2][N:7]1[CH:8]1[CH2:9][CH2:10][N:11]([C:14]([O:16][CH2:17][C:18]2[CH:23]=[CH:22][CH:21]=[CH:20][CH:19]=2)=[O:15])[CH2:12][CH2:13]1, predict the reactants needed to synthesize it. The reactants are: Cl[CH2:2][CH2:3][N:4]=[C:5]=[O:6].[NH2:7][CH:8]1[CH2:13][CH2:12][N:11]([C:14]([O:16][CH2:17][C:18]2[CH:23]=[CH:22][CH:21]=[CH:20][CH:19]=2)=[O:15])[CH2:10][CH2:9]1.C[Si]([N-][Si](C)(C)C)(C)C.[Li+]. (3) Given the product [CH3:37][C:30]([CH3:36])([CH2:29][NH:28][C:25]([C:18]1[CH:19]=[CH:20][C:21]2[C@@H:22]3[C@H:13]([C@H:10]4[C@@:8]([CH2:24][CH2:23]3)([CH3:9])[C:7]([C:5]3[CH:4]=[N:3][CH:2]=[N:1][CH:6]=3)=[CH:12][CH2:11]4)[CH2:14][CH2:15][C:16]=2[CH:17]=1)=[O:26])[C:31]([OH:33])=[O:32], predict the reactants needed to synthesize it. The reactants are: [N:1]1[CH:6]=[C:5]([C:7]2[C@:8]3([CH2:24][CH2:23][C@H:22]4[C@@H:13]([CH2:14][CH2:15][C:16]5[CH:17]=[C:18]([C:25](O)=[O:26])[CH:19]=[CH:20][C:21]=54)[C@@H:10]3[CH2:11][CH:12]=2)[CH3:9])[CH:4]=[N:3][CH:2]=1.[NH2:28][CH2:29][C:30]([CH3:37])([CH3:36])[C:31]([O:33]CC)=[O:32].